From a dataset of Forward reaction prediction with 1.9M reactions from USPTO patents (1976-2016). Predict the product of the given reaction. (1) Given the reactants Br[CH2:2][C:3]1[NH:8][C:7]([C:9]2[S:10][CH:11]=[CH:12][N:13]=2)=[N:6][CH:5]([C:14]2[CH:19]=[CH:18][C:17]([Cl:20])=[CH:16][C:15]=2[Cl:21])[C:4]=1[C:22]([O:24][CH2:25][CH3:26])=[O:23].[CH3:27][C@H:28]1[O:33][CH2:32][CH2:31][NH:30][C@@H:29]1[C:34]([OH:36])=[O:35], predict the reaction product. The product is: [Cl:21][C:15]1[CH:16]=[C:17]([Cl:20])[CH:18]=[CH:19][C:14]=1[CH:5]1[N:6]=[C:7]([C:9]2[S:10][CH:11]=[CH:12][N:13]=2)[NH:8][C:3]([CH2:2][N:30]2[CH2:31][CH2:32][O:33][C@H:28]([CH3:27])[C@H:29]2[C:34]([OH:36])=[O:35])=[C:4]1[C:22]([O:24][CH2:25][CH3:26])=[O:23]. (2) Given the reactants F[C:2]1[CH:9]=[CH:8][C:5]([C:6]#[N:7])=[C:4]([C:10]([F:13])([F:12])[F:11])[CH:3]=1.[H-].[Na+].[C:16](O)(=O)[CH2:17][C:18](CC(O)=O)(C(O)=O)[OH:19], predict the reaction product. The product is: [CH2:18]([O:19][C:2]1[CH:9]=[CH:8][C:5]([C:6]#[N:7])=[C:4]([C:10]([F:13])([F:12])[F:11])[CH:3]=1)[CH2:17][CH3:16]. (3) Given the reactants [F:1][C:2]([F:26])([C:19]1[CH:24]=[CH:23][C:22]([F:25])=[CH:21][N:20]=1)[C:3]1[N:12]=[C:11](SC)[C:10]2[C:5](=[C:6]([NH:15][C:16](=[O:18])[CH3:17])[CH:7]=[CH:8][CH:9]=2)[N:4]=1.ClC1C=CC=C(C(OO)=O)C=1.S([O-])([O-])(=O)=S.[Na+].[Na+].C(=O)(O)[O-].[Na+].[CH3:50][C:51]1[NH:55][N:54]=[C:53]([NH2:56])[CH:52]=1, predict the reaction product. The product is: [F:1][C:2]([F:26])([C:19]1[CH:24]=[CH:23][C:22]([F:25])=[CH:21][N:20]=1)[C:3]1[N:12]=[C:11]([NH:56][C:53]2[CH:52]=[C:51]([CH3:50])[NH:55][N:54]=2)[C:10]2[C:5](=[C:6]([NH:15][C:16](=[O:18])[CH3:17])[CH:7]=[CH:8][CH:9]=2)[N:4]=1. (4) Given the reactants [CH3:1][N:2]([CH3:23])[CH:3]1[CH2:7][CH2:6][N:5]([C:8]2[N:13]=[CH:12][C:11]([N:14]3[CH:19]=[CH:18][C:17]([CH2:20][OH:21])=[CH:16][C:15]3=[O:22])=[CH:10][CH:9]=2)[CH2:4]1.C1C=CC(P(C2C=CC=CC=2)C2C=CC=CC=2)=CC=1.[Cl:43][C:44]1[N:49]=[CH:48][C:47](O)=[CH:46][CH:45]=1.CC(OC(/N=N/C(OC(C)C)=O)=O)C, predict the reaction product. The product is: [Cl:43][C:44]1[N:49]=[CH:48][C:47]([O:21][CH2:20][C:17]2[CH:18]=[CH:19][N:14]([C:11]3[CH:12]=[N:13][C:8]([N:5]4[CH2:6][CH2:7][CH:3]([N:2]([CH3:23])[CH3:1])[CH2:4]4)=[CH:9][CH:10]=3)[C:15](=[O:22])[CH:16]=2)=[CH:46][CH:45]=1. (5) Given the reactants [OH:1][C:2]1[CH:3]=[C:4]2[C:9](=[CH:10][CH:11]=1)[O:8][CH:7]=[C:6]([CH:12]([P:14](=[O:17])([OH:16])[OH:15])O)[C:5]2=[O:18].I, predict the reaction product. The product is: [OH:1][C:2]1[CH:3]=[C:4]2[C:9](=[CH:10][CH:11]=1)[O:8][CH:7]=[C:6]([CH2:12][P:14](=[O:15])([OH:16])[OH:17])[C:5]2=[O:18]. (6) Given the reactants [Cl:1][C:2]1[CH:3]=[C:4]([CH:8]=[CH:9][C:10]=1[C:11](=[O:26])[NH:12][C:13]1[CH:18]=[CH:17][C:16]([Cl:19])=[C:15]([C:20]2[CH:25]=[CH:24][CH:23]=[CH:22][N:21]=2)[CH:14]=1)[C:5](O)=[O:6].[CH3:27][O:28][CH2:29][CH2:30][NH2:31], predict the reaction product. The product is: [Cl:1][C:2]1[CH:3]=[C:4]([C:5]([NH:31][CH2:30][CH2:29][O:28][CH3:27])=[O:6])[CH:8]=[CH:9][C:10]=1[C:11]([NH:12][C:13]1[CH:18]=[CH:17][C:16]([Cl:19])=[C:15]([C:20]2[CH:25]=[CH:24][CH:23]=[CH:22][N:21]=2)[CH:14]=1)=[O:26]. (7) Given the reactants [CH3:1][O:2][C:3]([C:5]1[CH2:6][N:7]([C:20]([O:22][C:23]([CH3:26])([CH3:25])[CH3:24])=[O:21])[CH2:8][CH2:9][C:10]=1[NH:11][CH:12]([C:14]1[CH:19]=[CH:18][CH:17]=[CH:16][CH:15]=1)[CH3:13])=[O:4].C(O[BH-](OC(=O)C)OC(=O)C)(=O)C.[Na+].C(=O)(O)[O-].[Na+], predict the reaction product. The product is: [CH3:1][O:2][C:3]([CH:5]1[CH:10]([NH:11][CH:12]([C:14]2[CH:19]=[CH:18][CH:17]=[CH:16][CH:15]=2)[CH3:13])[CH2:9][CH2:8][N:7]([C:20]([O:22][C:23]([CH3:24])([CH3:26])[CH3:25])=[O:21])[CH2:6]1)=[O:4]. (8) Given the reactants [N:1]1[CH:6]=[CH:5][CH:4]=[C:3]([N:7]2[CH:11]=[C:10]([C:12]3[N:17]=[C:16]([C:18]#[N:19])[CH:15]=[CH:14][CH:13]=3)[CH:9]=[N:8]2)[CH:2]=1.C[O-].[Na+].[Cl-].[NH4+:24], predict the reaction product. The product is: [N:1]1[CH:6]=[CH:5][CH:4]=[C:3]([N:7]2[CH:11]=[C:10]([C:12]3[N:17]=[C:16]([C:18]([NH2:24])=[NH:19])[CH:15]=[CH:14][CH:13]=3)[CH:9]=[N:8]2)[CH:2]=1. (9) Given the reactants [CH3:1][N:2]1[CH:6]=[C:5]([N+:7]([O-])=O)[CH:4]=[C:3]1[C:10]([OH:12])=O.[NH:13]1[CH2:18][CH2:17][O:16][CH2:15][CH2:14]1, predict the reaction product. The product is: [NH2:7][C:5]1[CH:4]=[C:3]([C:10]([N:13]2[CH2:18][CH2:17][O:16][CH2:15][CH2:14]2)=[O:12])[N:2]([CH3:1])[CH:6]=1.